From a dataset of Peptide-MHC class II binding affinity with 134,281 pairs from IEDB. Regression. Given a peptide amino acid sequence and an MHC pseudo amino acid sequence, predict their binding affinity value. This is MHC class II binding data. (1) The peptide sequence is SVAYKAAVGATPEAK. The MHC is DRB1_1001 with pseudo-sequence DRB1_1001. The binding affinity (normalized) is 0.934. (2) The peptide sequence is HGSPTFWMGSHEVNG. The MHC is HLA-DQA10201-DQB10402 with pseudo-sequence HLA-DQA10201-DQB10402. The binding affinity (normalized) is 0.360. (3) The peptide sequence is INEPTAAAIAYGLDR. The MHC is HLA-DPA10201-DPB11401 with pseudo-sequence HLA-DPA10201-DPB11401. The binding affinity (normalized) is 0.262. (4) The peptide sequence is ARTISEAGQAMASTE. The MHC is HLA-DQA10501-DQB10301 with pseudo-sequence HLA-DQA10501-DQB10301. The binding affinity (normalized) is 0.849.